From a dataset of Reaction yield outcomes from USPTO patents with 853,638 reactions. Predict the reaction yield, written as a fraction of the theoretical maximum amount of product (1.0 means a 100% yield; for example, 0.34 means a 34% yield). (1) The reactants are Cl.[NH2:2][CH2:3][C:4]1[CH:13]=[CH:12][CH:11]=[C:10]2[C:5]=1[C:6](=[O:23])[N:7]([CH:15]1[CH2:20][CH2:19][C:18](=[O:21])[NH:17][C:16]1=[O:22])[C:8]([CH3:14])=[N:9]2.[Cl:24][C:25]1[CH:26]=[C:27]([CH:31]=[CH:32][C:33]=1[Cl:34])[C:28](Cl)=[O:29].C(N(CC)C(C)C)(C)C. The catalyst is C(#N)C. The product is [Cl:24][C:25]1[CH:26]=[C:27]([CH:31]=[CH:32][C:33]=1[Cl:34])[C:28]([NH:2][CH2:3][C:4]1[CH:13]=[CH:12][CH:11]=[C:10]2[C:5]=1[C:6](=[O:23])[N:7]([CH:15]1[CH2:20][CH2:19][C:18](=[O:21])[NH:17][C:16]1=[O:22])[C:8]([CH3:14])=[N:9]2)=[O:29]. The yield is 0.700. (2) The reactants are [CH3:1][C:2]([C:4]1[CH:9]=[C:8]([C:10]([F:13])([F:12])[F:11])[CH:7]=[C:6]([C:14]([F:17])([F:16])[F:15])[CH:5]=1)=[O:3].[BH4-].[Na+].Cl. The catalyst is CO. The product is [F:11][C:10]([F:12])([F:13])[C:8]1[CH:9]=[C:4]([CH:2]([OH:3])[CH3:1])[CH:5]=[C:6]([C:14]([F:15])([F:16])[F:17])[CH:7]=1. The yield is 0.990. (3) The reactants are O[CH2:2][C:3]1[CH:14]=[N:13][C:6]2[N:7]([CH3:12])[CH2:8][C:9](=[O:11])[NH:10][C:5]=2[CH:4]=1.[I-].C(C[P+](C)(C)C)#N.C(N(C(C)C)C(C)C)C.Cl.[Cl:33][C:34]1[CH:39]=[CH:38][C:37]([C:40]2[CH2:41][CH2:42][NH:43][CH2:44][CH:45]=2)=[CH:36][CH:35]=1. The catalyst is C(#N)CC.O. The product is [Cl:33][C:34]1[CH:39]=[CH:38][C:37]([C:40]2[CH2:45][CH2:44][N:43]([CH2:2][C:3]3[CH:14]=[N:13][C:6]4[N:7]([CH3:12])[CH2:8][C:9](=[O:11])[NH:10][C:5]=4[CH:4]=3)[CH2:42][CH:41]=2)=[CH:36][CH:35]=1. The yield is 0.190. (4) The reactants are [Cl:1][C:2]1[CH:7]=[C:6]([C:8]#[CH:9])[CH:5]=[CH:4][N:3]=1.[C:10]([C:14]1[CH:21]=[CH:20][C:17]([CH2:18][NH2:19])=[CH:16][CH:15]=1)([CH3:13])([CH3:12])[CH3:11].C(O)(=O)C.C([BH3-])#N.[Na+]. The catalyst is C(O)C.[OH-].[Na+]. The product is [C:10]([C:14]1[CH:15]=[CH:16][C:17]([CH2:18][NH:19][CH2:9][CH2:8][C:6]2[CH:5]=[CH:4][N:3]=[C:2]([Cl:1])[CH:7]=2)=[CH:20][CH:21]=1)([CH3:13])([CH3:11])[CH3:12]. The yield is 0.550.